This data is from Catalyst prediction with 721,799 reactions and 888 catalyst types from USPTO. The task is: Predict which catalyst facilitates the given reaction. (1) Reactant: [N+](C1C=CC(C([O:10][C@@:11]([C:18]2[N:19]=[N:20][N:21]([CH2:23][C:24]3[CH:33]=[C:32]4[C:27]([C:28]([C:36](=[O:38])[CH3:37])=[CH:29][C:30]([C:34]#[N:35])=[N:31]4)=[CH:26][CH:25]=3)[CH:22]=2)([C:14]([F:17])([F:16])[F:15])[CH2:12][CH3:13])=O)=CC=1)([O-])=O.[OH-].[Li+]. Product: [C:36]([C:28]1[C:27]2[C:32](=[CH:33][C:24]([CH2:23][N:21]3[CH:22]=[C:18]([C@:11]([OH:10])([C:14]([F:15])([F:16])[F:17])[CH2:12][CH3:13])[N:19]=[N:20]3)=[CH:25][CH:26]=2)[N:31]=[C:30]([C:34]#[N:35])[CH:29]=1)(=[O:38])[CH3:37]. The catalyst class is: 56. (2) Reactant: [F:1][C:2]1[CH:7]=[C:6]([F:8])[CH:5]=[C:4]([F:9])[C:3]=1[CH:10]([C:16]([O:18]CC)=O)[C:11]([O:13]CC)=O.[NH2:21][C:22]1[NH:23][CH:24]=[CH:25][N:26]=1.C(N(CCCC)CCCC)CCC. Product: [F:9][C:4]1[CH:5]=[C:6]([F:8])[CH:7]=[C:2]([F:1])[C:3]=1[C:10]1[C:11]([OH:13])=[N:21][C:22]2[N:23]([CH:24]=[CH:25][N:26]=2)[C:16]=1[OH:18]. The catalyst class is: 13. (3) Reactant: [F:1][C:2]1[CH:8]=[C:7]([CH3:9])[CH:6]=[CH:5][C:3]=1N.N([O-])=O.[Na+].[I-:14].[K+].S(=O)(O)[O-].[Na+]. Product: [F:1][C:2]1[CH:8]=[C:7]([CH3:9])[CH:6]=[CH:5][C:3]=1[I:14]. The catalyst class is: 445. (4) Reactant: [CH3:1][C:2]1([CH3:29])[CH:7]([NH:8][C:9](=[O:28])[CH2:10][C@@H:11]2[C:16](=[O:17])[NH:15][CH:14]=[CH:13][N:12]2[S:18]([C:21]2[CH:27]=[CH:26][C:24]([CH3:25])=[CH:23][CH:22]=2)(=[O:20])=[O:19])[CH2:6][CH2:5][NH:4][CH2:3]1.C(N(CC)CC)C.[CH3:37][CH2:38][O:39]C(C)=O. Product: [C:38]([N:4]1[CH2:5][CH2:6][CH:7]([NH:8][C:9](=[O:28])[CH2:10][C@@H:11]2[C:16](=[O:17])[NH:15][CH:14]=[CH:13][N:12]2[S:18]([C:21]2[CH:22]=[CH:23][C:24]([CH3:25])=[CH:26][CH:27]=2)(=[O:20])=[O:19])[C:2]([CH3:29])([CH3:1])[CH2:3]1)(=[O:39])[CH3:37]. The catalyst class is: 2. (5) Reactant: [CH2:1]([O:8][C:9]([N:11]1[CH2:15][CH2:14][CH2:13][C@H:12]1[C:16]([OH:18])=O)=[O:10])[C:2]1[CH:7]=[CH:6][CH:5]=[CH:4][CH:3]=1.CN(C(ON1N=NC2C=CC=NC1=2)=[N+](C)C)C.F[P-](F)(F)(F)(F)F.CCN(C(C)C)C(C)C.Br.[NH2:53][C:54]1[S:55][C:56]([Br:59])=[CH:57][N:58]=1. Product: [CH2:1]([O:8][C:9]([N:11]1[CH2:15][CH2:14][CH2:13][CH:12]1[C:16](=[O:18])[NH:53][C:54]1[S:55][C:56]([Br:59])=[CH:57][N:58]=1)=[O:10])[C:2]1[CH:3]=[CH:4][CH:5]=[CH:6][CH:7]=1. The catalyst class is: 3. (6) Reactant: [CH3:1][O:2][C:3](=[O:20])[C:4]1[CH:9]=[CH:8][C:7]([F:10])=[C:6]([N:11]=[CH:12][C:13]2[CH:18]=[CH:17][CH:16]=[C:15]([Br:19])[CH:14]=2)[CH:5]=1.O.[O-]S(C(F)(F)F)(=O)=O.[Yb+3].[O-]S(C(F)(F)F)(=O)=O.[O-]S(C(F)(F)F)(=O)=O.[CH:47](=[O:51])[CH:48]([CH3:50])[CH3:49].O. Product: [CH3:1][O:2][C:3]([C:4]1[C:5]2[CH:47]([OH:51])[C:48]([CH3:50])([CH3:49])[CH:12]([C:13]3[CH:18]=[CH:17][CH:16]=[C:15]([Br:19])[CH:14]=3)[NH:11][C:6]=2[C:7]([F:10])=[CH:8][CH:9]=1)=[O:20]. The catalyst class is: 7.